This data is from Forward reaction prediction with 1.9M reactions from USPTO patents (1976-2016). The task is: Predict the product of the given reaction. (1) Given the reactants Br[C:2]1[NH:3][C:4]([CH3:12])=[C:5]2[C:10]=1[CH2:9][CH2:8][CH2:7][C:6]2=[O:11].B(O)(O)[C:14]1[CH:15]=[CH:16][C:17]([CH3:20])=[CH:18][CH:19]=1.C([O-])([O-])=O.[Cs+].[Cs+].[O-]P([O-])([O-])=O.[O-]P([O-])([O-])=O.[Ca+2].[Ca+2].[Ca+2], predict the reaction product. The product is: [CH3:12][C:4]1[NH:3][C:2]([C:14]2[CH:19]=[CH:18][C:17]([CH3:20])=[CH:16][CH:15]=2)=[C:10]2[C:5]=1[C:6](=[O:11])[CH2:7][CH2:8][CH2:9]2. (2) Given the reactants [Cl:1][C:2]1[N:7]=[CH:6][N:5]=[C:4]([N:8]2[C:12](=[O:13])[C:11]([C:14]3[CH:15]=[N:16][CH:17]=[CH:18][CH:19]=3)=[CH:10][NH:9]2)[CH:3]=1.C(N(CC)C(C)C)(C)C.Cl.[F:30][C:31]1([F:35])[CH2:34][NH:33][CH2:32]1, predict the reaction product. The product is: [ClH:1].[F:30][C:31]1([F:35])[CH2:34][N:33]([C:2]2[N:7]=[CH:6][N:5]=[C:4]([N:8]3[C:12](=[O:13])[C:11]([C:14]4[CH:15]=[N:16][CH:17]=[CH:18][CH:19]=4)=[CH:10][NH:9]3)[CH:3]=2)[CH2:32]1. (3) Given the reactants [F:1][C:2]([F:17])([F:16])[C:3]1[CH:4]=[C:5]([CH:9]=[C:10]([C:12]([F:15])([F:14])[F:13])[CH:11]=1)[C:6](=S)[NH2:7].O.[NH2:19][NH2:20].[CH:21](O)=O.C(=O)(O)[O-].[Na+], predict the reaction product. The product is: [F:1][C:2]([F:17])([F:16])[C:3]1[CH:4]=[C:5]([C:6]2[N:7]=[CH:21][NH:20][N:19]=2)[CH:9]=[C:10]([C:12]([F:15])([F:14])[F:13])[CH:11]=1. (4) Given the reactants [NH2:1][C@H:2]([C:8]([OH:10])=[O:9])[CH2:3][CH2:4][CH2:5][CH2:6][NH2:7].OO.[Ce:13].[N+]([O-])(O)=O, predict the reaction product. The product is: [NH2:1][C@H:2]([C:8]([OH:10])=[O:9])[CH2:3][CH2:4][CH2:5][CH2:6][NH2:7].[Ce:13].